The task is: Regression/Classification. Given a drug SMILES string, predict its toxicity properties. Task type varies by dataset: regression for continuous values (e.g., LD50, hERG inhibition percentage) or binary classification for toxic/non-toxic outcomes (e.g., AMES mutagenicity, cardiotoxicity, hepatotoxicity). Dataset: herg_karim.. This data is from hERG potassium channel inhibition data for cardiac toxicity prediction from Karim et al.. The result is 1 (blocker). The drug is COc1ccc2ncc(C(F)F)c(CCC34CCC(NCc5ccc6c(n5)NC(=O)CO6)(CC3)CO4)c2n1.